This data is from Peptide-MHC class I binding affinity with 185,985 pairs from IEDB/IMGT. The task is: Regression. Given a peptide amino acid sequence and an MHC pseudo amino acid sequence, predict their binding affinity value. This is MHC class I binding data. (1) The peptide sequence is RSIQNAQFL. The MHC is H-2-Db with pseudo-sequence H-2-Db. The binding affinity (normalized) is 0.800. (2) The peptide sequence is GLKSKTHAV. The MHC is HLA-A68:02 with pseudo-sequence HLA-A68:02. The binding affinity (normalized) is 0. (3) The peptide sequence is IPRLLRTFL. The MHC is HLA-B15:09 with pseudo-sequence HLA-B15:09. The binding affinity (normalized) is 0.0847. (4) The peptide sequence is LTQAAGQAF. The MHC is HLA-B08:01 with pseudo-sequence HLA-B08:01. The binding affinity (normalized) is 0.213. (5) The peptide sequence is LLLRPFWPA. The MHC is HLA-A02:01 with pseudo-sequence HLA-A02:01. The binding affinity (normalized) is 0.563. (6) The peptide sequence is KAVRLIKFLY. The MHC is HLA-A31:01 with pseudo-sequence HLA-A31:01. The binding affinity (normalized) is 0.0825. (7) The peptide sequence is LMLNPNDTV. The MHC is HLA-A02:17 with pseudo-sequence HLA-A02:17. The binding affinity (normalized) is 0.325. (8) The peptide sequence is FEFILRYGD. The MHC is HLA-A26:01 with pseudo-sequence HLA-A26:01. The binding affinity (normalized) is 0.0847. (9) The peptide sequence is RQNLSSSEL. The MHC is HLA-B48:01 with pseudo-sequence HLA-B48:01. The binding affinity (normalized) is 0.514. (10) The peptide sequence is NYPASLHKF. The MHC is HLA-A26:02 with pseudo-sequence HLA-A26:02. The binding affinity (normalized) is 0.0847.